The task is: Binary Classification. Given a miRNA mature sequence and a target amino acid sequence, predict their likelihood of interaction.. This data is from Experimentally validated miRNA-target interactions with 360,000+ pairs, plus equal number of negative samples. The miRNA is hsa-miR-4257 with sequence CCAGAGGUGGGGACUGAG. The protein sequence of the target gene is MDAVLACRLRGRGNRVAALRPRPRPGGSAGPSPFALLCAGLSPEPRAGVGSEFPAWFLGGSSQRRNMALLGSRAELEADEDVFEDALETISISSHSDMATSSLHFASCDTQQAPRQRGASTVSSSSSTKVDLKSGLEECAVALNLFLSNKFTDALELLRPWAKESMYHALGYSTIVVLQAVLTFEQQDIQNGISAMKDALQTCQKYRKKYTVVESFSSLLSRGSLEQLSEEEMHAEICYAECLLQKAALTFVQDENMINFIKGGLKIRTSYQIYKECLSILHEIQKNKLQQEFFYEFEGG.... Result: 1 (interaction).